This data is from Reaction yield outcomes from USPTO patents with 853,638 reactions. The task is: Predict the reaction yield, written as a fraction of the theoretical maximum amount of product (1.0 means a 100% yield; for example, 0.34 means a 34% yield). (1) The reactants are [Br:1][C:2]1[CH:7]=[CH:6][C:5]([C@@H:8]([N:10]2[CH2:16][CH2:15][CH2:14][C@:13]([CH2:23][C:24]([CH3:26])=[CH2:25])([C:17]3[CH:22]=[CH:21][CH:20]=[CH:19][CH:18]=3)[NH:12][C:11]2=[O:27])[CH3:9])=[CH:4][CH:3]=1.C1([SiH3])C=CC=CC=1.C([OH:38])(C)C.C(Cl)Cl. The catalyst is [Co]. The product is [Br:1][C:2]1[CH:7]=[CH:6][C:5]([C@@H:8]([N:10]2[CH2:16][CH2:15][CH2:14][C@:13]([CH2:23][C:24]([OH:38])([CH3:26])[CH3:25])([C:17]3[CH:18]=[CH:19][CH:20]=[CH:21][CH:22]=3)[NH:12][C:11]2=[O:27])[CH3:9])=[CH:4][CH:3]=1. The yield is 0.380. (2) The reactants are [Br:1][C:2]1[CH:7]=[C:6]([C:8]2[CH:13]=[CH:12][CH:11]=[CH:10][CH:9]=2)[N:5]=[N:4][C:3]=1[NH2:14].Cl[CH2:16][CH:17](OCC)OCC.CC1C=CC(S(O)(=O)=O)=CC=1. The catalyst is C(O)(C)C. The product is [Br:1][C:2]1[C:3]2[N:4]([CH:16]=[CH:17][N:14]=2)[N:5]=[C:6]([C:8]2[CH:13]=[CH:12][CH:11]=[CH:10][CH:9]=2)[CH:7]=1. The yield is 0.460. (3) The reactants are [Br:1][C:2]1[C:3]([C:14]2[CH:19]=[CH:18][N:17]=[C:16]([NH:20][CH3:21])[N:15]=2)=[C:4]([C:7]2[CH:12]=[CH:11][C:10]([F:13])=[CH:9][CH:8]=2)[NH:5][CH:6]=1.O([Si:30]([CH:37]([CH3:39])[CH3:38])([CH:34]([CH3:36])[CH3:35])[CH:31]([CH3:33])[CH3:32])S(C(F)(F)F)(=O)=O. No catalyst specified. The product is [Br:1][C:2]1[C:3]([C:14]2[CH:19]=[CH:18][N:17]=[C:16]([NH:20][CH3:21])[N:15]=2)=[C:4]([C:7]2[CH:8]=[CH:9][C:10]([F:13])=[CH:11][CH:12]=2)[N:5]([Si:30]([CH:37]([CH3:39])[CH3:38])([CH:34]([CH3:36])[CH3:35])[CH:31]([CH3:33])[CH3:32])[CH:6]=1. The yield is 0.670.